This data is from NCI-60 drug combinations with 297,098 pairs across 59 cell lines. The task is: Regression. Given two drug SMILES strings and cell line genomic features, predict the synergy score measuring deviation from expected non-interaction effect. (1) Drug 1: CNC(=O)C1=CC=CC=C1SC2=CC3=C(C=C2)C(=NN3)C=CC4=CC=CC=N4. Drug 2: CC1C(C(CC(O1)OC2CC(CC3=C2C(=C4C(=C3O)C(=O)C5=CC=CC=C5C4=O)O)(C(=O)C)O)N)O. Synergy scores: CSS=47.1, Synergy_ZIP=4.28, Synergy_Bliss=4.59, Synergy_Loewe=-23.4, Synergy_HSA=2.04. Cell line: COLO 205. (2) Drug 1: CC(CN1CC(=O)NC(=O)C1)N2CC(=O)NC(=O)C2. Drug 2: CN1C(=O)N2C=NC(=C2N=N1)C(=O)N. Cell line: NCIH23. Synergy scores: CSS=14.3, Synergy_ZIP=-3.12, Synergy_Bliss=2.35, Synergy_Loewe=-7.54, Synergy_HSA=0.563. (3) Drug 1: CNC(=O)C1=CC=CC=C1SC2=CC3=C(C=C2)C(=NN3)C=CC4=CC=CC=N4. Drug 2: C1=CC(=C2C(=C1NCCNCCO)C(=O)C3=C(C=CC(=C3C2=O)O)O)NCCNCCO. Cell line: MOLT-4. Synergy scores: CSS=89.7, Synergy_ZIP=14.4, Synergy_Bliss=14.0, Synergy_Loewe=6.49, Synergy_HSA=15.6. (4) Drug 1: CC1=C(C(=CC=C1)Cl)NC(=O)C2=CN=C(S2)NC3=CC(=NC(=N3)C)N4CCN(CC4)CCO. Drug 2: C1=NC2=C(N1)C(=S)N=CN2. Cell line: CAKI-1. Synergy scores: CSS=22.8, Synergy_ZIP=11.4, Synergy_Bliss=16.3, Synergy_Loewe=-7.17, Synergy_HSA=-0.260. (5) Drug 1: C1CC(C1)(C(=O)O)C(=O)O.[NH2-].[NH2-].[Pt+2]. Drug 2: CC1CCC2CC(C(=CC=CC=CC(CC(C(=O)C(C(C(=CC(C(=O)CC(OC(=O)C3CCCCN3C(=O)C(=O)C1(O2)O)C(C)CC4CCC(C(C4)OC)OCCO)C)C)O)OC)C)C)C)OC. Cell line: NCI-H460. Synergy scores: CSS=31.6, Synergy_ZIP=-2.50, Synergy_Bliss=3.79, Synergy_Loewe=3.96, Synergy_HSA=4.95. (6) Drug 1: C1CC(C1)(C(=O)O)C(=O)O.[NH2-].[NH2-].[Pt+2]. Drug 2: COC1=NC(=NC2=C1N=CN2C3C(C(C(O3)CO)O)O)N. Cell line: RPMI-8226. Synergy scores: CSS=16.9, Synergy_ZIP=-6.04, Synergy_Bliss=-2.12, Synergy_Loewe=-4.50, Synergy_HSA=-2.29.